From a dataset of Reaction yield outcomes from USPTO patents with 853,638 reactions. Predict the reaction yield, written as a fraction of the theoretical maximum amount of product (1.0 means a 100% yield; for example, 0.34 means a 34% yield). (1) The reactants are [CH:1]([C:3]1[CH:4]=[CH:5][C:6]2[N:7]([C:9]([C:12]([O:14][CH2:15][CH3:16])=[O:13])=[CH:10][N:11]=2)[CH:8]=1)=C.N1C(C)=CC=CC=1C.[O:25]1CCOCC1.O. The catalyst is CC(O)(C)C.C(Cl)(Cl)Cl. The product is [CH:1]([C:3]1[CH:4]=[CH:5][C:6]2[N:7]([C:9]([C:12]([O:14][CH2:15][CH3:16])=[O:13])=[CH:10][N:11]=2)[CH:8]=1)=[O:25]. The yield is 0.820. (2) The reactants are Cl[C:2]1[O:3][C:4]2[CH:10]=[CH:9][CH:8]=[CH:7][C:5]=2[N:6]=1.[N:11]1([C:17]([O:19][CH2:20][C:21]2[CH:26]=[CH:25][CH:24]=[CH:23][CH:22]=2)=[O:18])[CH2:16][CH2:15][NH:14][CH2:13][CH2:12]1.C([O-])([O-])=O.[K+].[K+]. The catalyst is CN(C=O)C.O. The product is [CH2:20]([O:19][C:17]([N:11]1[CH2:16][CH2:15][N:14]([C:2]2[O:3][C:4]3[CH:10]=[CH:9][CH:8]=[CH:7][C:5]=3[N:6]=2)[CH2:13][CH2:12]1)=[O:18])[C:21]1[CH:26]=[CH:25][CH:24]=[CH:23][CH:22]=1. The yield is 0.770. (3) The reactants are [C:1]([O:4][C:5]1[CH:13]=[CH:12][C:8]([C:9]([OH:11])=O)=[CH:7][CH:6]=1)(=[O:3])[CH3:2].C(Cl)(C(Cl)=O)=O.[F:20][C:21]([F:30])([F:29])[C:22]1[CH:27]=[CH:26][N:25]=[C:24]([NH2:28])[CH:23]=1. The yield is 0.500. The catalyst is C(#N)C.CN(C=O)C.C(Cl)Cl. The product is [C:1]([O:4][C:5]1[CH:6]=[CH:7][C:8]([C:9](=[O:11])[NH:28][C:24]2[CH:23]=[C:22]([C:21]([F:29])([F:20])[F:30])[CH:27]=[CH:26][N:25]=2)=[CH:12][CH:13]=1)(=[O:3])[CH3:2]. (4) The reactants are [Cl:1][C:2]1[CH:3]=[C:4]([CH:10]=[C:11]([Cl:14])[C:12]=1[OH:13])[C:5](OCC)=[O:6].O.[NH2:16][NH2:17]. The catalyst is C(O)C. The product is [Cl:1][C:2]1[CH:3]=[C:4]([CH:10]=[C:11]([Cl:14])[C:12]=1[OH:13])[C:5]([NH:16][NH2:17])=[O:6]. The yield is 0.500. (5) The reactants are [NH2:1][C:2]1[N:7]=[CH:6][C:5]([C:8]2[CH:9]=[C:10]([NH2:19])[C:11]([NH:14][C:15]([CH3:18])([CH3:17])[CH3:16])=[CH:12][CH:13]=2)=[CH:4][N:3]=1.[CH3:20][C:21]1[CH:25]=[C:24]([CH3:26])[N:23]([C:27]2[CH:34]=[CH:33][CH:32]=[CH:31][C:28]=2[CH:29]=O)[N:22]=1.OOS([O-])=O.[K+].S([O-])([O-])(=O)=S.[Na+].[Na+]. The product is [C:15]([N:14]1[C:11]2[CH:12]=[CH:13][C:8]([C:5]3[CH:4]=[N:3][C:2]([NH2:1])=[N:7][CH:6]=3)=[CH:9][C:10]=2[N:19]=[C:29]1[C:28]1[CH:31]=[CH:32][CH:33]=[CH:34][C:27]=1[N:23]1[C:24]([CH3:26])=[CH:25][C:21]([CH3:20])=[N:22]1)([CH3:16])([CH3:18])[CH3:17]. The catalyst is CN(C=O)C.O. The yield is 0.460.